The task is: Predict the product of the given reaction.. This data is from Forward reaction prediction with 1.9M reactions from USPTO patents (1976-2016). (1) Given the reactants [CH2:1]([C:3]1[CH:8]=[CH:7][C:6]([CH2:9][C:10]2[CH:11]=[N:12][NH:13][CH:14]=2)=[CH:5][CH:4]=1)[CH3:2].C/C(/O[Si](C)(C)C)=N\[Si](C)(C)C.C(O[C@@H:31]1[O:48][C@H:47]([CH2:49][O:50][C:51](=[O:53])[CH3:52])[C@@H:42]([O:43][C:44](=[O:46])[CH3:45])[C@H:37]([O:38][C:39](=[O:41])[CH3:40])[C@H:32]1[O:33][C:34](=[O:36])[CH3:35])(=O)C.FC(F)(F)S(O[Si](C)(C)C)(=O)=O, predict the reaction product. The product is: [CH2:1]([C:3]1[CH:8]=[CH:7][C:6]([CH2:9][C:10]2[CH:11]=[N:12][N:13]([C@@H:31]3[O:48][C@H:47]([CH2:49][O:50][C:51](=[O:53])[CH3:52])[C@@H:42]([O:43][C:44](=[O:46])[CH3:45])[C@H:37]([O:38][C:39](=[O:41])[CH3:40])[C@H:32]3[O:33][C:34](=[O:36])[CH3:35])[CH:14]=2)=[CH:5][CH:4]=1)[CH3:2]. (2) Given the reactants [Cl:1][C:2]1[C:11]2[C:6](=[CH:7][C:8]([O:14][CH2:15][CH:16]3[CH2:21][CH2:20][N:19]([CH3:22])[CH2:18][CH2:17]3)=[C:9]([O:12][CH3:13])[CH:10]=2)[N:5]=[CH:4][N:3]=1.[NH2:23][C:24]1[CH:25]=[C:26]2[C:30](=[CH:31][CH:32]=1)[NH:29][C:28]([CH3:33])=[C:27]2[CH3:34].Cl, predict the reaction product. The product is: [ClH:1].[CH3:33][C:28]1[NH:29][C:30]2[C:26]([C:27]=1[CH3:34])=[CH:25][C:24]([NH:23][C:2]1[C:11]3[C:6](=[CH:7][C:8]([O:14][CH2:15][CH:16]4[CH2:21][CH2:20][N:19]([CH3:22])[CH2:18][CH2:17]4)=[C:9]([O:12][CH3:13])[CH:10]=3)[N:5]=[CH:4][N:3]=1)=[CH:32][CH:31]=2. (3) Given the reactants [F:1][C:2]1[CH:7]=[CH:6][CH:5]=[CH:4][C:3]=1[C@H:8]([O:10][C:11](=[O:26])[NH:12][C:13]1[C:14]([CH3:25])=[N:15][O:16][C:17]=1[C:18]1[CH:23]=[CH:22][C:21]([SH:24])=[CH:20][CH:19]=1)[CH3:9].Br[C:28]1[CH:29]=[C:30]([CH2:34][C:35]([O:37][CH2:38][CH3:39])=[O:36])[CH:31]=[CH:32][CH:33]=1, predict the reaction product. The product is: [CH2:38]([O:37][C:35](=[O:36])[CH2:34][C:30]1[CH:31]=[CH:32][CH:33]=[C:28]([S:24][C:21]2[CH:20]=[CH:19][C:18]([C:17]3[O:16][N:15]=[C:14]([CH3:25])[C:13]=3[NH:12][C:11]([O:10][C@@H:8]([C:3]3[CH:4]=[CH:5][CH:6]=[CH:7][C:2]=3[F:1])[CH3:9])=[O:26])=[CH:23][CH:22]=2)[CH:29]=1)[CH3:39]. (4) Given the reactants [Cl:1][C:2]1[CH:7]=[CH:6][CH:5]=[CH:4][C:3]=1[N:8]1[C:12]([S:13][C:14]2[CH:19]=[CH:18][N:17]=[CH:16][CH:15]=2)=[CH:11][C:10]([CH2:20][N:21]([CH3:29])[C:22](=[O:28])[O:23][C:24]([CH3:27])([CH3:26])[CH3:25])=[N:9]1.C(#N)C.C([O-])([O-])=[O:34].C([O-])([O-])=O.OO.OO.OO.[Na+].[Na+].[Na+].[Na+].[OH2:51], predict the reaction product. The product is: [Cl:1][C:2]1[CH:7]=[CH:6][CH:5]=[CH:4][C:3]=1[N:8]1[C:12]([S:13]([C:14]2[CH:19]=[CH:18][N:17]=[CH:16][CH:15]=2)(=[O:34])=[O:51])=[CH:11][C:10]([CH2:20][N:21]([CH3:29])[C:22](=[O:28])[O:23][C:24]([CH3:25])([CH3:26])[CH3:27])=[N:9]1. (5) Given the reactants [Cl:1][C:2]1[C:7]2[CH:8]=[N:9][NH:10][C:6]=2[CH:5]=[CH:4][N:3]=1.C1C(=O)N([Br:18])C(=O)C1, predict the reaction product. The product is: [Br:18][C:8]1[C:7]2[C:2]([Cl:1])=[N:3][CH:4]=[CH:5][C:6]=2[NH:10][N:9]=1.